Dataset: Reaction yield outcomes from USPTO patents with 853,638 reactions. Task: Predict the reaction yield, written as a fraction of the theoretical maximum amount of product (1.0 means a 100% yield; for example, 0.34 means a 34% yield). (1) The reactants are [N:1]1[CH:6]=[CH:5][C:4](/[CH:7]=[N:8]/[C:9]2[CH:17]=[CH:16][CH:15]=[C:14]3[C:10]=2[CH2:11][O:12][C:13]3=[O:18])=[CH:3][CH:2]=1.[CH:19](=O)[C:20]1[CH:25]=[CH:24][CH:23]=[CH:22][CH:21]=1.[O-:27][CH2:28]C.[Na+].[CH2:31](O)C. The catalyst is C(OCC)(=O)CC. The product is [O:27]=[C:28]1[C:10]2[C:14]([C:13]([O:12][CH2:11][CH3:31])=[O:18])=[CH:15][CH:16]=[CH:17][C:9]=2[NH:8][CH:7]([C:4]2[CH:3]=[CH:2][N:1]=[CH:6][CH:5]=2)[CH:19]1[C:20]1[CH:25]=[CH:24][CH:23]=[CH:22][CH:21]=1. The yield is 0.130. (2) The reactants are Cl[C:2]1[N:7]2[N:8]=[C:9]([C:23]3[CH:28]=[CH:27][C:26]([O:29][CH3:30])=[CH:25][CH:24]=3)[C:10]([C:11]3[CH:16]=[CH:15][N:14]=[C:13]([NH:17][CH:18]4[CH2:22][CH2:21][CH2:20][CH2:19]4)[N:12]=3)=[C:6]2[CH:5]=[CH:4][CH:3]=1.[CH3:31][O:32][CH2:33][CH2:34][NH2:35]. No catalyst specified. The product is [CH:18]1([NH:17][C:13]2[N:12]=[C:11]([C:10]3[C:9]([C:23]4[CH:28]=[CH:27][C:26]([O:29][CH3:30])=[CH:25][CH:24]=4)=[N:8][N:7]4[C:2]([NH:35][CH2:34][CH2:33][O:32][CH3:31])=[CH:3][CH:4]=[CH:5][C:6]=34)[CH:16]=[CH:15][N:14]=2)[CH2:19][CH2:20][CH2:21][CH2:22]1. The yield is 0.980.